Dataset: Full USPTO retrosynthesis dataset with 1.9M reactions from patents (1976-2016). Task: Predict the reactants needed to synthesize the given product. (1) Given the product [C:1]([O:4][CH2:5][C@@H:6]1[C@@H:11]([O:12][C:13](=[O:15])[CH3:14])[CH:10]=[CH:9][C@@H:8]([C:24]2[CH:25]=[CH:26][C:21]([OH:20])=[CH:22][CH:23]=2)[O:7]1)(=[O:3])[CH3:2], predict the reactants needed to synthesize it. The reactants are: [C:1]([O:4][CH2:5][C@@H:6]1[C@@H:11]([O:12][C:13](=[O:15])[CH3:14])[C@H:10](OC(=O)C)[CH:9]=[CH:8][O:7]1)(=[O:3])[CH3:2].[OH:20][C:21]1[CH:26]=[CH:25][C:24](B(O)O)=[CH:23][CH:22]=1. (2) Given the product [N:1]1([CH2:7][C:8]2[S:12][C:11]([C:13]3[N:21]4[C:16]([CH:17]=[CH:18][CH:19]=[CH:20]4)=[CH:15][C:14]=3[CH:22]=[O:23])=[CH:10][CH:9]=2)[CH2:2][CH2:3][O:4][CH2:5][CH2:6]1, predict the reactants needed to synthesize it. The reactants are: [N:1]1([CH2:7][C:8]2[S:12][C:11]([C:13]3[N:21]4[C:16]([CH:17]=[CH:18][CH:19]=[CH:20]4)=[CH:15][C:14]=3[CH2:22][OH:23])=[CH:10][CH:9]=2)[CH2:6][CH2:5][O:4][CH2:3][CH2:2]1.